This data is from Full USPTO retrosynthesis dataset with 1.9M reactions from patents (1976-2016). The task is: Predict the reactants needed to synthesize the given product. (1) Given the product [CH:13]1[C:14]2[CH:15]=[C:2]([NH:30][C:27]3[C:26]4[C:21]([C:20]5[CH:19]=[CH:18][CH:17]=[CH:16][C:29]=5[CH:28]=3)=[CH:22][CH:23]=[CH:24][CH:25]=4)[C:3]3[C:8](=[CH:7][CH:6]=[CH:5][CH:4]=3)[C:9]=2[CH:10]=[CH:11][CH:12]=1, predict the reactants needed to synthesize it. The reactants are: Br[C:2]1[C:3]2[C:8]([C:9]3[CH:10]=[CH:11][CH:12]=[CH:13][C:14]=3[CH:15]=1)=[CH:7][CH:6]=[CH:5][CH:4]=2.[CH:16]1[C:29]2[CH:28]=[C:27]([NH2:30])[C:26]3[C:21](=[CH:22][CH:23]=[CH:24][CH:25]=3)[C:20]=2[CH:19]=[CH:18][CH:17]=1.C(P(C(C)(C)C)C(C)(C)C)(C)(C)C.CC(C)([O-])C.[Na+]. (2) The reactants are: [Cl:1][C:2]1[CH:7]=[CH:6][CH:5]=[C:4]([F:8])[C:3]=1[C:9]1[C:13]([C:14]([OH:16])=O)=[C:12]([C:17]2[CH:18]=[N:19][N:20]([C:26]3[CH:31]=[CH:30][CH:29]=[C:28]([Cl:32])[CH:27]=3)[C:21]=2[C:22]([F:25])([F:24])[F:23])[O:11][N:10]=1.[NH:33]1[CH2:38][CH2:37][O:36][CH2:35][CH2:34]1.C1C=CC2N(O)N=NC=2C=1.CCN=C=NCCCN(C)C.CN1CCOCC1. Given the product [Cl:1][C:2]1[CH:7]=[CH:6][CH:5]=[C:4]([F:8])[C:3]=1[C:9]1[C:13]([C:14]([N:33]2[CH2:38][CH2:37][O:36][CH2:35][CH2:34]2)=[O:16])=[C:12]([C:17]2[CH:18]=[N:19][N:20]([C:26]3[CH:31]=[CH:30][CH:29]=[C:28]([Cl:32])[CH:27]=3)[C:21]=2[C:22]([F:24])([F:23])[F:25])[O:11][N:10]=1, predict the reactants needed to synthesize it.